From a dataset of NCI-60 drug combinations with 297,098 pairs across 59 cell lines. Regression. Given two drug SMILES strings and cell line genomic features, predict the synergy score measuring deviation from expected non-interaction effect. (1) Drug 1: CC1CCC2CC(C(=CC=CC=CC(CC(C(=O)C(C(C(=CC(C(=O)CC(OC(=O)C3CCCCN3C(=O)C(=O)C1(O2)O)C(C)CC4CCC(C(C4)OC)OCCO)C)C)O)OC)C)C)C)OC. Drug 2: CC1CCCC2(C(O2)CC(NC(=O)CC(C(C(=O)C(C1O)C)(C)C)O)C(=CC3=CSC(=N3)C)C)C. Cell line: NCI-H226. Synergy scores: CSS=32.1, Synergy_ZIP=0.276, Synergy_Bliss=0.303, Synergy_Loewe=-11.3, Synergy_HSA=-0.289. (2) Drug 1: C1=CC(=CC=C1CC(C(=O)O)N)N(CCCl)CCCl.Cl. Drug 2: CC1CCC2CC(C(=CC=CC=CC(CC(C(=O)C(C(C(=CC(C(=O)CC(OC(=O)C3CCCCN3C(=O)C(=O)C1(O2)O)C(C)CC4CCC(C(C4)OC)O)C)C)O)OC)C)C)C)OC. Cell line: HL-60(TB). Synergy scores: CSS=56.5, Synergy_ZIP=5.17, Synergy_Bliss=6.17, Synergy_Loewe=3.33, Synergy_HSA=5.78.